The task is: Predict the reactants needed to synthesize the given product.. This data is from Full USPTO retrosynthesis dataset with 1.9M reactions from patents (1976-2016). (1) Given the product [Cl:26][C:16]1[CH:17]=[C:18]([S:21][C:22]([CH3:24])([CH3:23])[CH3:25])[CH:19]=[CH:20][C:15]=1[CH2:14][C:7]1[C:6]2[C:10](=[CH:11][CH:12]=[C:4]([C:1](=[O:3])[NH:35][S:32]([CH2:27][CH2:28][CH2:29][CH2:30][CH3:31])(=[O:34])=[O:33])[CH:5]=2)[NH:9][C:8]=1[CH3:13], predict the reactants needed to synthesize it. The reactants are: [C:1]([C:4]1[CH:5]=[C:6]2[C:10](=[CH:11][CH:12]=1)[NH:9][C:8]([CH3:13])=[C:7]2[CH2:14][C:15]1[CH:20]=[CH:19][C:18]([S:21][C:22]([CH3:25])([CH3:24])[CH3:23])=[CH:17][C:16]=1[Cl:26])([OH:3])=O.[CH2:27]([S:32]([NH2:35])(=[O:34])=[O:33])[CH2:28][CH2:29][CH2:30][CH3:31].C1(C2CCCCCCCCCC=2)CCCCCCCCNN=1. (2) Given the product [Br:30][CH2:19][C:20]1[CH:25]=[CH:24][C:23]([S:26]([Cl:29])(=[O:28])=[O:27])=[CH:22][CH:21]=1, predict the reactants needed to synthesize it. The reactants are: C(OOC(=O)C1C=CC=CC=1)(=O)C1C=CC=CC=1.[CH3:19][C:20]1[CH:25]=[CH:24][C:23]([S:26]([Cl:29])(=[O:28])=[O:27])=[CH:22][CH:21]=1.[Br:30]N1C(=O)CCC1=O. (3) The reactants are: CO[C:3]1([C:11]2[CH:16]=[CH:15][C:14]([S:17][CH3:18])=[CH:13][CH:12]=2)[C:5]2([CH2:10][CH2:9][CH2:8][CH2:7][CH2:6]2)[O:4]1.[CH2:19]([NH:21][CH2:22][CH3:23])[CH3:20]. Given the product [CH2:19]([N:21]([CH2:22][CH3:23])[C:5]1([C:3]([C:11]2[CH:16]=[CH:15][C:14]([S:17][CH3:18])=[CH:13][CH:12]=2)=[O:4])[CH2:10][CH2:9][CH2:8][CH2:7][CH2:6]1)[CH3:20], predict the reactants needed to synthesize it.